From a dataset of Forward reaction prediction with 1.9M reactions from USPTO patents (1976-2016). Predict the product of the given reaction. (1) Given the reactants [Cl:1][C:2]1[CH:3]=[C:4]([N:8]2[CH2:14][CH2:13][CH2:12][NH:11][CH2:10][CH2:9]2)[CH:5]=[N:6][CH:7]=1.BrC1C=C(N2CCCN([C:29]([O:31][C:32]([CH3:35])([CH3:34])[CH3:33])=[O:30])CC2)C=NC=1, predict the reaction product. The product is: [Cl:1][C:2]1[CH:3]=[C:4]([N:8]2[CH2:14][CH2:13][CH2:12][N:11]([C:29]([O:31][C:32]([CH3:35])([CH3:34])[CH3:33])=[O:30])[CH2:10][CH2:9]2)[CH:5]=[N:6][CH:7]=1. (2) Given the reactants Cl.CCOC(C)=O.[Cl:8][C:9]1[CH:10]=[CH:11][C:12]2[O:16][C:15]([CH:17]3[CH2:22][N:21](C(OC(C)(C)C)=O)[CH:20]([CH3:30])[CH2:19][CH2:18]3)=[N:14][C:13]=2[CH:31]=1, predict the reaction product. The product is: [Cl:8][C:9]1[CH:10]=[CH:11][C:12]2[O:16][C:15]([CH:17]3[CH2:18][CH2:19][CH:20]([CH3:30])[NH:21][CH2:22]3)=[N:14][C:13]=2[CH:31]=1. (3) The product is: [CH3:13][N:10]1[C:11]2[C:7](=[CH:6][CH:5]=[C:4]([N+:1]([O-:3])=[O:2])[CH:12]=2)[CH:8]=[CH:9]1. Given the reactants [N+:1]([C:4]1[CH:12]=[C:11]2[C:7]([CH:8]=[CH:9][NH:10]2)=[CH:6][CH:5]=1)([O-:3])=[O:2].[C:13]([O-])([O-])=O.[K+].[K+].CI.O, predict the reaction product.